This data is from Forward reaction prediction with 1.9M reactions from USPTO patents (1976-2016). The task is: Predict the product of the given reaction. (1) Given the reactants C[Al](C)C.[F:5][C:6]1[CH:7]=[CH:8][C:9]([NH2:12])=[N:10][CH:11]=1.[OH:13][C@@H:14]([CH2:19][O:20][C@H:21]([CH3:34])[CH2:22][O:23][Si:24]([CH:31]([CH3:33])[CH3:32])([CH:28]([CH3:30])[CH3:29])[CH:25]([CH3:27])[CH3:26])[C:15](OC)=[O:16], predict the reaction product. The product is: [F:5][C:6]1[CH:7]=[CH:8][C:9]([NH:12][C:15](=[O:16])[C@@H:14]([OH:13])[CH2:19][O:20][C@@H:21]([CH3:34])[CH2:22][O:23][Si:24]([CH:28]([CH3:30])[CH3:29])([CH:25]([CH3:26])[CH3:27])[CH:31]([CH3:32])[CH3:33])=[N:10][CH:11]=1. (2) Given the reactants [CH2:1]([C:5]1[N:6]([CH2:25][C:26]2[CH:31]=[CH:30][C:29]([C:32]3[CH:37]=[CH:36][CH:35]=[CH:34][C:33]=3[C:38]3[NH:42][N:41]=[N:40][N:39]=3)=[CH:28][CH:27]=2)[C:7]([C:11]([NH:13][C@@H:14]([CH2:18][C:19]2[CH:24]=[CH:23][CH:22]=[CH:21][CH:20]=2)[C:15]([OH:17])=[O:16])=[O:12])=[C:8]([Cl:10])[N:9]=1)[CH2:2][CH2:3][CH3:4].[N+:43]([O-:57])([O:45][CH2:46][C@H:47]([O:53][N+:54]([O-:56])=[O:55])[CH2:48][CH2:49][CH2:50][CH2:51]O)=[O:44].Cl.C(N=C=NCCCN(C)C)C, predict the reaction product. The product is: [NH:39]1[C:38]([C:33]2[CH:34]=[CH:35][CH:36]=[CH:37][C:32]=2[C:29]2[CH:28]=[CH:27][C:26]([CH2:25][N:6]3[C:7]([C:11]([NH:13][C@@H:14]([CH2:18][C:19]4[CH:20]=[CH:21][CH:22]=[CH:23][CH:24]=4)[C:15]([O:17][CH2:51][CH2:50][CH2:49][CH2:48][C@@H:47]([O:53][N+:54]([O-:56])=[O:55])[CH2:46][O:45][N+:43]([O-:57])=[O:44])=[O:16])=[O:12])=[C:8]([Cl:10])[N:9]=[C:5]3[CH2:1][CH2:2][CH2:3][CH3:4])=[CH:31][CH:30]=2)=[N:42][N:41]=[N:40]1. (3) The product is: [CH3:54][C:55]1[C:63]([O:64][C@@H:65]2[CH2:70][CH2:69][CH2:68][C@H:67]([NH:71][C:1]3[CH:6]=[CH:5][CH:4]=[CH:3][CH:2]=3)[CH2:66]2)=[CH:62][CH:61]=[C:60]2[C:56]=1[CH:57]=[N:58][N:59]2[CH:72]1[CH2:77][CH2:76][CH2:75][CH2:74][O:73]1.[CH3:54][C:55]1[C:63]([O:64][C@@H:65]2[CH2:70][CH2:69][CH2:68][C@H:67]([N:71]([C:48]3[CH:53]=[CH:52][CH:51]=[CH:50][CH:49]=3)[C:1]3[CH:6]=[CH:5][CH:4]=[CH:3][CH:2]=3)[CH2:66]2)=[CH:62][CH:61]=[C:60]2[C:56]=1[CH:57]=[N:58][N:59]2[CH:72]1[CH2:77][CH2:76][CH2:75][CH2:74][O:73]1. Given the reactants [C:1]1(P([C:1]2[CH:6]=[CH:5][CH:4]=[CH:3][CH:2]=2)[C:1]2[CH:6]=[CH:5][C:4]3[C:3](=CC=CC=3)[C:2]=2[C:1]2[C:6]3[C:5](=CC=CC=3)[CH:4]=[CH:3][C:2]=2P([C:1]2[CH:6]=[CH:5][CH:4]=[CH:3][CH:2]=2)[C:1]2[CH:6]=[CH:5][CH:4]=[CH:3][CH:2]=2)[CH:6]=[CH:5][CH:4]=[CH:3][CH:2]=1.Br[C:48]1[CH:53]=[CH:52][CH:51]=[CH:50][CH:49]=1.[CH3:54][C:55]1[C:63]([O:64][C@@H:65]2[CH2:70][CH2:69][CH2:68][C@H:67]([NH2:71])[CH2:66]2)=[CH:62][CH:61]=[C:60]2[C:56]=1[CH:57]=[N:58][N:59]2[CH:72]1[CH2:77][CH2:76][CH2:75][CH2:74][O:73]1.CC(C)([O-])C.[Na+], predict the reaction product. (4) Given the reactants Cl.Cl.[F:3][C:4]1[CH:12]=[C:11]([C:13]2[CH:14]=[N:15][C:16]3[N:17]([C:19]([CH2:22][C:23]4[CH:24]=[C:25]5[C:30](=[CH:31][CH:32]=4)[N:29]=[CH:28][CH:27]=[CH:26]5)=[CH:20][N:21]=3)[N:18]=2)[CH:10]=[CH:9][C:5]=1[C:6](O)=[O:7].S(Cl)(Cl)=O.[CH3:37][NH2:38].C(=O)([O-])[O-].[Na+].[Na+], predict the reaction product. The product is: [F:3][C:4]1[CH:12]=[C:11]([C:13]2[CH:14]=[N:15][C:16]3[N:17]([C:19]([CH2:22][C:23]4[CH:24]=[C:25]5[C:30](=[CH:31][CH:32]=4)[N:29]=[CH:28][CH:27]=[CH:26]5)=[CH:20][N:21]=3)[N:18]=2)[CH:10]=[CH:9][C:5]=1[C:6]([NH:38][CH3:37])=[O:7]. (5) The product is: [F:1][C:2]1[C:3]([C:19]([OH:21])=[O:20])=[CH:4][C:5]([C:8]2[CH:13]=[CH:12][CH:11]=[CH:10][CH:9]=2)=[N:6][CH:7]=1. Given the reactants [F:1][C:2]1[CH:3]=[CH:4][C:5]([C:8]2[CH:13]=[CH:12][CH:11]=[CH:10][CH:9]=2)=[N:6][CH:7]=1.C([Li])CCC.[C:19](=[O:21])=[O:20].CO, predict the reaction product.